This data is from Reaction yield outcomes from USPTO patents with 853,638 reactions. The task is: Predict the reaction yield, written as a fraction of the theoretical maximum amount of product (1.0 means a 100% yield; for example, 0.34 means a 34% yield). (1) The reactants are [F:1][C:2]1[CH:7]=[C:6](I)[CH:5]=[CH:4][C:3]=1[CH2:9][C:10]([O:12][CH3:13])=[O:11].C(=O)([O-])[O-].[K+].[K+].[OH:20][C:21]1[CH:26]=[CH:25][CH:24]=[CH:23][N:22]=1. The catalyst is CS(C)=O.[Cu]I. The product is [F:1][C:2]1[CH:7]=[C:6]([N:22]2[CH:23]=[CH:24][CH:25]=[CH:26][C:21]2=[O:20])[CH:5]=[CH:4][C:3]=1[CH2:9][C:10]([O:12][CH3:13])=[O:11]. The yield is 0.390. (2) The reactants are [C:1]([O:5][C:6]([N:8]1[CH2:12][CH2:11][CH2:10][CH:9]1[C:13]1[NH:14][C:15]([C:18]2[CH:30]=[CH:29][C:28]3[C:27]4[C:22](=[CH:23][C:24](Br)=[CH:25][CH:26]=4)[C:21]([F:33])([F:32])[C:20]=3[CH:19]=2)=[CH:16][N:17]=1)=[O:7])([CH3:4])([CH3:3])[CH3:2].[C:34]([O:38][C:39]([N:41]1[CH:46]([C:47]2[NH:51][C:50]3[CH:52]=[C:53](B4OC(C)(C)C(C)(C)O4)[CH:54]=[CH:55][C:49]=3[N:48]=2)[CH:45]2[CH2:65][CH:42]1[CH2:43][CH2:44]2)=[O:40])([CH3:37])([CH3:36])[CH3:35].C(=O)([O-])[O-].[K+].[K+]. The catalyst is COCCOC.O.C(OCC)(=O)C.C1C=CC(P(C2C=CC=CC=2)[C-]2C=CC=C2)=CC=1.C1C=CC(P(C2C=CC=CC=2)[C-]2C=CC=C2)=CC=1.Cl[Pd]Cl.[Fe+2].C1C=CC([P]([Pd]([P](C2C=CC=CC=2)(C2C=CC=CC=2)C2C=CC=CC=2)([P](C2C=CC=CC=2)(C2C=CC=CC=2)C2C=CC=CC=2)[P](C2C=CC=CC=2)(C2C=CC=CC=2)C2C=CC=CC=2)(C2C=CC=CC=2)C2C=CC=CC=2)=CC=1. The product is [C:1]([O:5][C:6]([N:8]1[CH2:12][CH2:11][CH2:10][CH:9]1[C:13]1[NH:14][C:15]([C:18]2[CH:30]=[CH:29][C:28]3[C:27]4[C:22](=[CH:23][C:24]([C:53]5[CH:54]=[CH:55][C:49]6[N:48]=[C:47]([CH:46]7[CH:45]8[CH2:65][CH:42]([CH2:43][CH2:44]8)[N:41]7[C:39]([O:38][C:34]([CH3:35])([CH3:37])[CH3:36])=[O:40])[NH:51][C:50]=6[CH:52]=5)=[CH:25][CH:26]=4)[C:21]([F:33])([F:32])[C:20]=3[CH:19]=2)=[CH:16][N:17]=1)=[O:7])([CH3:4])([CH3:3])[CH3:2]. The yield is 0.770. (3) The reactants are [Cl:1][C:2]1[C:11]([O:12][CH3:13])=[C:10]2[C:5]([CH:6]=[C:7]([C:14]([OH:16])=O)[N:8]=[CH:9]2)=[CH:4][CH:3]=1.[NH:17]1[CH:21]=[CH:20][N:19]=[C:18]1[NH:22][C:23]([C:25]1[C:33]2[NH:32][C:31]([NH2:34])=[N:30][C:29]=2[CH:28]=[CH:27][CH:26]=1)=[O:24].CN(C(ON1N=NC2C=CC=CC1=2)=[N+](C)C)C.F[P-](F)(F)(F)(F)F.CCN(C(C)C)C(C)C. The catalyst is CN(C=O)C. The product is [NH:19]1[CH:20]=[CH:21][N:17]=[C:18]1[NH:22][C:23]([C:25]1[C:33]2[N:32]=[C:31]([NH:34][C:14]([C:7]3[N:8]=[CH:9][C:10]4[C:5]([CH:6]=3)=[CH:4][CH:3]=[C:2]([Cl:1])[C:11]=4[O:12][CH3:13])=[O:16])[NH:30][C:29]=2[CH:28]=[CH:27][CH:26]=1)=[O:24]. The yield is 0.130. (4) The reactants are [O:1]=[C:2]1[C:10]2([C:22]3[C:13](=[CH:14][C:15]4[O:20][CH2:19][CH2:18][O:17][C:16]=4[CH:21]=3)[O:12][CH2:11]2)[C:9]2[C:4](=[CH:5][CH:6]=[CH:7][CH:8]=2)[N:3]1[CH2:23][C:24]([NH:26][NH2:27])=[O:25].[F:28][C:29]([F:40])([F:39])[C:30](O[C:30](=O)[C:29]([F:40])([F:39])[F:28])=O.Cl. The catalyst is N1C=CC=CC=1. The product is [F:28][C:29]([F:40])([F:39])[C:30]1[O:25][C:24]([CH2:23][N:3]2[C:4]3[C:9](=[CH:8][CH:7]=[CH:6][CH:5]=3)[C:10]3([C:22]4[C:13](=[CH:14][C:15]5[O:20][CH2:19][CH2:18][O:17][C:16]=5[CH:21]=4)[O:12][CH2:11]3)[C:2]2=[O:1])=[N:26][N:27]=1. The yield is 0.180.